From a dataset of Forward reaction prediction with 1.9M reactions from USPTO patents (1976-2016). Predict the product of the given reaction. Given the reactants [CH2:1]([O:9][C:10]1[CH:11]=[C:12]([C:16]2[CH:17]=[N:18][CH:19]=[CH:20][CH:21]=2)[CH:13]=[CH:14][CH:15]=1)[CH2:2][CH2:3][CH2:4][CH2:5][CH2:6][CH2:7][CH3:8].Cl, predict the reaction product. The product is: [CH2:1]([O:9][C:10]1[CH:11]=[C:12]([CH:16]2[CH2:21][CH2:20][CH2:19][NH:18][CH2:17]2)[CH:13]=[CH:14][CH:15]=1)[CH2:2][CH2:3][CH2:4][CH2:5][CH2:6][CH2:7][CH3:8].